From a dataset of NCI-60 drug combinations with 297,098 pairs across 59 cell lines. Regression. Given two drug SMILES strings and cell line genomic features, predict the synergy score measuring deviation from expected non-interaction effect. (1) Drug 1: CN(C)C1=NC(=NC(=N1)N(C)C)N(C)C. Drug 2: CCC1(C2=C(COC1=O)C(=O)N3CC4=CC5=C(C=CC(=C5CN(C)C)O)N=C4C3=C2)O.Cl. Cell line: EKVX. Synergy scores: CSS=-0.923, Synergy_ZIP=0.820, Synergy_Bliss=-1.02, Synergy_Loewe=-1.91, Synergy_HSA=-3.11. (2) Drug 1: C1C(C(OC1N2C=NC(=NC2=O)N)CO)O. Drug 2: COCCOC1=C(C=C2C(=C1)C(=NC=N2)NC3=CC=CC(=C3)C#C)OCCOC.Cl. Cell line: SK-MEL-2. Synergy scores: CSS=16.2, Synergy_ZIP=38.0, Synergy_Bliss=64.1, Synergy_Loewe=10.4, Synergy_HSA=15.9.